Dataset: Forward reaction prediction with 1.9M reactions from USPTO patents (1976-2016). Task: Predict the product of the given reaction. (1) Given the reactants [Br:1][C:2]1[C:7]([NH:8][C:9](=[O:14])[C:10]([F:13])([F:12])[F:11])=[CH:6][CH:5]=[C:4]([O:15][CH3:16])[N:3]=1.[CH2:17](Br)[CH:18]=[CH2:19].C(=O)([O-])[O-].[Na+].[Na+], predict the reaction product. The product is: [CH2:19]([N:8]([C:7]1[C:2]([Br:1])=[N:3][C:4]([O:15][CH3:16])=[CH:5][CH:6]=1)[C:9](=[O:14])[C:10]([F:13])([F:11])[F:12])[CH:18]=[CH2:17]. (2) The product is: [C:20]([OH:22])(=[O:21])[CH3:12].[OH:19][CH2:18][CH2:17][CH2:16][CH:13]1[CH2:14][CH2:15][NH:10][CH2:11][CH:12]1[C:20]([O:22][CH3:23])=[O:21]. Given the reactants CO.C([N:10]1[CH2:15][CH2:14][CH:13]([CH2:16][CH2:17][CH2:18][OH:19])[CH:12]([C:20]([O:22][CH3:23])=[O:21])[CH2:11]1)C1C=CC=CC=1, predict the reaction product. (3) Given the reactants [OH-].[Na+].[C:3]([O:7][C:8]([N:10]1[CH2:15][CH2:14][CH:13]([O:16][CH2:17][C:18]([O:20]CC)=[O:19])[CH2:12][CH2:11]1)=[O:9])([CH3:6])([CH3:5])[CH3:4], predict the reaction product. The product is: [C:3]([O:7][C:8]([N:10]1[CH2:11][CH2:12][CH:13]([O:16][CH2:17][C:18]([OH:20])=[O:19])[CH2:14][CH2:15]1)=[O:9])([CH3:6])([CH3:4])[CH3:5]. (4) Given the reactants Br[C:2]1[C:7]([CH3:8])=[CH:6][C:5]([O:9][CH2:10][CH2:11][CH2:12][S:13]([CH3:16])(=[O:15])=[O:14])=[CH:4][C:3]=1[CH3:17].[CH:18]([C:20]1[CH:21]=[C:22](B(O)O)[CH:23]=[CH:24][CH:25]=1)=[O:19].CS(C)=O.P([O-])([O-])([O-])=O.[K+].[K+].[K+], predict the reaction product. The product is: [CH3:17][C:3]1[CH:4]=[C:5]([O:9][CH2:10][CH2:11][CH2:12][S:13]([CH3:16])(=[O:15])=[O:14])[CH:6]=[C:7]([CH3:8])[C:2]=1[C:24]1[CH:23]=[CH:22][CH:21]=[C:20]([CH:18]=[O:19])[CH:25]=1.